Dataset: Reaction yield outcomes from USPTO patents with 853,638 reactions. Task: Predict the reaction yield, written as a fraction of the theoretical maximum amount of product (1.0 means a 100% yield; for example, 0.34 means a 34% yield). (1) The reactants are [Br:1][C:2]1[CH:8]=[C:7]([Cl:9])[CH:6]=[C:5]([CH3:10])[C:3]=1[NH2:4].[N:11]([O-])=O.[Na+]. The catalyst is C(O)(=O)C.O. The product is [Br:1][C:2]1[CH:8]=[C:7]([Cl:9])[CH:6]=[C:5]2[C:3]=1[NH:4][N:11]=[CH:10]2. The yield is 0.880. (2) The reactants are [NH2:1][C:2]1[CH:7]=[CH:6][C:5]([CH2:8][C:9]([O:11][C:12]([CH3:15])([CH3:14])[CH3:13])=[O:10])=[CH:4][C:3]=1[O:16][CH3:17].[Cl:18][C:19]1[CH:24]=[CH:23][CH:22]=[C:21]([Cl:25])[C:20]=1[N:26]=[C:27]=[O:28].CCN(CC)CC. The catalyst is C1COCC1. The product is [Cl:18][C:19]1[CH:24]=[CH:23][CH:22]=[C:21]([Cl:25])[C:20]=1[NH:26][C:27](=[O:28])[NH:1][C:2]1[CH:7]=[CH:6][C:5]([CH2:8][C:9]([O:11][C:12]([CH3:14])([CH3:13])[CH3:15])=[O:10])=[CH:4][C:3]=1[O:16][CH3:17]. The yield is 0.590.